This data is from Forward reaction prediction with 1.9M reactions from USPTO patents (1976-2016). The task is: Predict the product of the given reaction. Given the reactants CCCP(=O)=O.[CH2:7]([O:9][C:10]([C:12]1[N:13]([CH3:20])[N:14]=[CH:15][C:16]=1[C:17]([OH:19])=O)=[O:11])[CH3:8].[NH:21]1[CH2:24][CH2:23][CH2:22]1.C(N(CC)C(C)C)(C)C, predict the reaction product. The product is: [CH2:7]([O:9][C:10]([C:12]1[N:13]([CH3:20])[N:14]=[CH:15][C:16]=1[C:17]([N:21]1[CH2:24][CH2:23][CH2:22]1)=[O:19])=[O:11])[CH3:8].